Dataset: Forward reaction prediction with 1.9M reactions from USPTO patents (1976-2016). Task: Predict the product of the given reaction. The product is: [C:21]([O:20][C:18]([N:14]([CH:11]1[CH2:10][CH2:9][NH:8][CH2:13][CH2:12]1)[CH:15]([CH3:17])[CH3:16])=[O:19])([CH3:23])([CH3:24])[CH3:22]. Given the reactants C([N:8]1[CH2:13][CH2:12][CH:11]([N:14]([C:18]([O:20][C:21]([CH3:24])([CH3:23])[CH3:22])=[O:19])[CH:15]([CH3:17])[CH3:16])[CH2:10][CH2:9]1)C1C=CC=CC=1, predict the reaction product.